This data is from Reaction yield outcomes from USPTO patents with 853,638 reactions. The task is: Predict the reaction yield, written as a fraction of the theoretical maximum amount of product (1.0 means a 100% yield; for example, 0.34 means a 34% yield). (1) The reactants are C1(P(C2C=CC=CC=2)C2C=CC=CC=2)C=CC=CC=1.[Cl:20][C:21]1[CH:40]=[CH:39][C:24]([NH:25][C:26]2[C:35]3[C:30](=[CH:31][C:32]([OH:38])=[C:33]([O:36][CH3:37])[CH:34]=3)[N:29]=[CH:28][N:27]=2)=[C:23]([F:41])[CH:22]=1.[C:42]([O:46][C:47]([NH:49][CH2:50][CH2:51][CH2:52]O)=[O:48])([CH3:45])([CH3:44])[CH3:43].N(C(OCC)=O)=NC(OCC)=O. The catalyst is C(Cl)Cl. The product is [C:42]([O:46][C:47]([NH:49][CH2:50][CH2:51][CH2:52][O:38][C:32]1[CH:31]=[C:30]2[C:35]([C:26]([NH:25][C:24]3[CH:39]=[CH:40][C:21]([Cl:20])=[CH:22][C:23]=3[F:41])=[N:27][CH:28]=[N:29]2)=[CH:34][C:33]=1[O:36][CH3:37])=[O:48])([CH3:45])([CH3:44])[CH3:43]. The yield is 0.420. (2) The reactants are Br[C:2]1[CH:3]=[C:4]2[C:8](=[C:9]([CH3:11])[CH:10]=1)[NH:7][CH:6]=[C:5]2[C:12]#[N:13].[H-].[Na+].C([Li])(CC)C.C1CCCCC1.Cl.[C:28](=O)(O)[O-:29].[Na+]. The catalyst is CN(C)C=O.O1CCCC1. The product is [CH:28]([C:2]1[CH:3]=[C:4]2[C:8](=[C:9]([CH3:11])[CH:10]=1)[NH:7][CH:6]=[C:5]2[C:12]#[N:13])=[O:29]. The yield is 0.140. (3) The reactants are Br[C:2]1[CH:3]=[CH:4][C:5]2[O:11][CH2:10][CH2:9][N:8]3[CH:12]=[C:13]([C:15]4[N:19]([C:20]5[CH:25]=[CH:24][CH:23]=[CH:22][C:21]=5[Cl:26])[N:18]=[C:17]([NH2:27])[N:16]=4)[N:14]=[C:7]3[C:6]=2[CH:28]=1.[C:29]1(B(O)O)[CH:34]=[CH:33][CH:32]=[CH:31][CH:30]=1.C([O-])([O-])=O.[Cs+].[Cs+].O. The catalyst is O1CCOCC1.C1C=CC(P(C2C=CC=CC=2)[C-]2C=CC=C2)=CC=1.C1C=CC(P(C2C=CC=CC=2)[C-]2C=CC=C2)=CC=1.Cl[Pd]Cl.[Fe+2]. The product is [Cl:26][C:21]1[CH:22]=[CH:23][CH:24]=[CH:25][C:20]=1[N:19]1[C:15]([C:13]2[N:14]=[C:7]3[C:6]4[CH:28]=[C:2]([C:29]5[CH:34]=[CH:33][CH:32]=[CH:31][CH:30]=5)[CH:3]=[CH:4][C:5]=4[O:11][CH2:10][CH2:9][N:8]3[CH:12]=2)=[N:16][C:17]([NH2:27])=[N:18]1. The yield is 0.210. (4) The reactants are [F:1][C:2]([F:28])([F:27])[C:3]1[CH:8]=[CH:7][CH:6]=[CH:5][C:4]=1[S:9]([NH:12][C:13]1[CH:14]=[CH:15][CH:16]=[C:17]2[C:21]=1[NH:20][C:19]([C:22]([O:24][CH2:25][CH3:26])=[O:23])=[CH:18]2)(=[O:11])=[O:10].[C:29](=O)([O-])[O-].[K+].[K+].CI.CCCCCC. The catalyst is CN(C)C=O.C(OCC)(=O)C. The product is [CH3:29][N:12]([S:9]([C:4]1[CH:5]=[CH:6][CH:7]=[CH:8][C:3]=1[C:2]([F:27])([F:1])[F:28])(=[O:11])=[O:10])[C:13]1[CH:14]=[CH:15][CH:16]=[C:17]2[C:21]=1[NH:20][C:19]([C:22]([O:24][CH2:25][CH3:26])=[O:23])=[CH:18]2. The yield is 0.720. (5) The reactants are [C:1]1([C:7]2[S:8][C:9]([C:18]([OH:20])=[O:19])=[C:10]([C:12]3[CH:17]=[CH:16][CH:15]=[CH:14][CH:13]=3)[N:11]=2)[CH:6]=[CH:5][CH:4]=[CH:3][CH:2]=1.[N+](=[CH2:23])=[N-]. The catalyst is CCOC(C)=O.CCOCC. The product is [C:1]1([C:7]2[S:8][C:9]([C:18]([O:20][CH3:23])=[O:19])=[C:10]([C:12]3[CH:13]=[CH:14][CH:15]=[CH:16][CH:17]=3)[N:11]=2)[CH:2]=[CH:3][CH:4]=[CH:5][CH:6]=1. The yield is 1.07. (6) The reactants are [C:1]([O:4][C@H:5]1[CH2:22][CH2:21][C@@:20]2([CH3:23])[C@@H:7]([CH2:8][CH2:9][C@:10]3([CH3:43])[C@@H:19]2[CH2:18][CH2:17][C@H:16]2[C@@:11]3([CH3:42])[CH2:12][CH2:13][C@@:14]3([C:30]([NH:32]NC(=O)C4C=CC=CC=4)=[O:31])[CH2:26][CH2:25][C@@H:24]([C:27]([CH3:29])=[CH2:28])[C@@H:15]32)[C:6]1([CH3:45])[CH3:44])(=[O:3])[CH3:2].C([N:48]([CH2:51][CH3:52])CC)C.C(Cl)Cl. The catalyst is CCCCCC. The product is [C:1]([O:4][C@H:5]1[CH2:22][CH2:21][C@@:20]2([CH3:23])[C@@H:7]([CH2:8][CH2:9][C@:10]3([CH3:43])[C@@H:19]2[CH2:18][CH2:17][C@H:16]2[C@@:11]3([CH3:42])[CH2:12][CH2:13][C@@:14]3([C:30]4[O:31][C:51]([C:52]5[CH:21]=[CH:22][CH:5]=[CH:6][CH:7]=5)=[N:48][N:32]=4)[CH2:26][CH2:25][C@@H:24]([C:27]([CH3:29])=[CH2:28])[C@@H:15]32)[C:6]1([CH3:45])[CH3:44])(=[O:3])[CH3:2]. The yield is 0.790.